This data is from Forward reaction prediction with 1.9M reactions from USPTO patents (1976-2016). The task is: Predict the product of the given reaction. (1) The product is: [ClH:13].[OH:1][C@H:2]1[CH2:6][NH:5][C@H:4]([C:7]([O:9][CH3:10])=[O:8])[CH2:3]1. Given the reactants [OH:1][C@H:2]1[CH2:6][NH:5][C@H:4]([C:7]([OH:9])=[O:8])[CH2:3]1.[C:10]([Cl:13])(=O)C, predict the reaction product. (2) The product is: [CH2:6]([O:8][CH2:9][N:10]1[CH:14]=[CH:13][N:12]=[C:11]1[Sn:19]([CH2:20][CH2:21][CH2:22][CH3:23])([CH2:24][CH2:25][CH2:26][CH3:27])[CH2:15][CH2:16][CH2:17][CH3:18])[CH3:7]. Given the reactants [Li]CCCC.[CH2:6]([O:8][CH2:9][N:10]1[CH:14]=[CH:13][N:12]=[CH:11]1)[CH3:7].[CH2:15]([Sn:19](Cl)([CH2:24][CH2:25][CH2:26][CH3:27])[CH2:20][CH2:21][CH2:22][CH3:23])[CH2:16][CH2:17][CH3:18], predict the reaction product.